Task: Regression/Classification. Given a drug SMILES string, predict its absorption, distribution, metabolism, or excretion properties. Task type varies by dataset: regression for continuous measurements (e.g., permeability, clearance, half-life) or binary classification for categorical outcomes (e.g., BBB penetration, CYP inhibition). For this dataset (lipophilicity_astrazeneca), we predict Y.. Dataset: Experimental lipophilicity measurements (octanol/water distribution) for 4,200 compounds from AstraZeneca (1) The molecule is Cc1cc(Nc2ncc(F)c(-c3cnc(C)n3C(C)C)n2)ccc1C(=O)N(C)C. The Y is 2.86 logD. (2) The molecule is CN(C)CC(O)COc1ccc(Nc2cc(Nc3ccc(F)cc3F)ncn2)cc1. The Y is 1.48 logD. (3) The drug is O=S(=O)(NCC(c1ccccc1)N1CCCCCC1)c1cccc(C(F)(F)F)c1. The Y is 3.12 logD. (4) The compound is N#Cc1ccccc1Oc1ccc(C(=O)NCc2ccncc2)cc1. The Y is 2.57 logD. (5) The compound is CCCCN(CCCC)CCCOC(=O)c1ccc(N)cc1. The Y is 1.93 logD. (6) The compound is COc1ccc(S(=O)(=O)Nc2ccc(/C=C/C(=O)Nc3ccccc3N)cc2)cc1OC. The Y is 2.56 logD. (7) The molecule is CN(C)CCCN1c2ccccc2CCc2ccc(Cl)cc21. The Y is 3.36 logD.